From a dataset of Reaction yield outcomes from USPTO patents with 853,638 reactions. Predict the reaction yield, written as a fraction of the theoretical maximum amount of product (1.0 means a 100% yield; for example, 0.34 means a 34% yield). (1) The reactants are [O:1]=[CH:2][C:3]1[CH:11]=[CH:10][C:8]([OH:9])=[C:5]([O:6][CH3:7])[CH:4]=1.[Br:12]Br. The catalyst is C(O)(=O)C. The product is [Br:12][C:10]1[CH:11]=[C:3]([CH:4]=[C:5]([O:6][CH3:7])[C:8]=1[OH:9])[CH:2]=[O:1]. The yield is 0.890. (2) The reactants are [C:1]([O:6][CH2:7][CH2:8][CH2:9][P:10](=[O:21])([O:16][Si](C)(C)C)[O:11][Si](C)(C)C)(=[O:5])[C:2]([CH3:4])=[CH2:3]. The catalyst is CO. The product is [C:1]([O:6][CH2:7][CH2:8][CH2:9][P:10](=[O:11])([OH:21])[OH:16])(=[O:5])[C:2]([CH3:4])=[CH2:3]. The yield is 0.990.